From a dataset of NCI-60 drug combinations with 297,098 pairs across 59 cell lines. Regression. Given two drug SMILES strings and cell line genomic features, predict the synergy score measuring deviation from expected non-interaction effect. (1) Drug 1: CC1=CC=C(C=C1)C2=CC(=NN2C3=CC=C(C=C3)S(=O)(=O)N)C(F)(F)F. Drug 2: C1C(C(OC1N2C=NC3=C(N=C(N=C32)Cl)N)CO)O. Cell line: NCI-H226. Synergy scores: CSS=10.9, Synergy_ZIP=3.06, Synergy_Bliss=6.10, Synergy_Loewe=9.18, Synergy_HSA=7.80. (2) Drug 1: CC1CCC2CC(C(=CC=CC=CC(CC(C(=O)C(C(C(=CC(C(=O)CC(OC(=O)C3CCCCN3C(=O)C(=O)C1(O2)O)C(C)CC4CCC(C(C4)OC)OCCO)C)C)O)OC)C)C)C)OC. Drug 2: CN1C2=C(C=C(C=C2)N(CCCl)CCCl)N=C1CCCC(=O)O.Cl. Cell line: HOP-92. Synergy scores: CSS=10.5, Synergy_ZIP=-1.58, Synergy_Bliss=2.51, Synergy_Loewe=-9.70, Synergy_HSA=-0.525.